This data is from Full USPTO retrosynthesis dataset with 1.9M reactions from patents (1976-2016). The task is: Predict the reactants needed to synthesize the given product. Given the product [CH3:24][NH:25][C:26]([N:28]([CH3:30])/[N:29]=[C:21](/[C:18]1[N:17]=[C:16]2[N:12]([CH2:11][C:7]3[CH:6]=[C:5]4[C:10](=[CH:9][CH:8]=3)[N:1]=[CH:2][CH:3]=[CH:4]4)[N:13]=[N:14][C:15]2=[N:20][CH:19]=1)\[CH3:22])=[O:27], predict the reactants needed to synthesize it. The reactants are: [N:1]1[C:10]2[C:5](=[CH:6][C:7]([CH2:11][N:12]3[C:16]4=[N:17][C:18]([C:21](=O)[CH3:22])=[CH:19][N:20]=[C:15]4[N:14]=[N:13]3)=[CH:8][CH:9]=2)[CH:4]=[CH:3][CH:2]=1.[CH3:24][NH:25][C:26]([N:28]([CH3:30])[NH2:29])=[O:27].